From a dataset of Full USPTO retrosynthesis dataset with 1.9M reactions from patents (1976-2016). Predict the reactants needed to synthesize the given product. Given the product [CH2:28]([O:27][C:25]([C:24]1[CH:23]=[C:22]([C:16]2[CH:17]=[CH:18][CH:19]=[CH:20][CH:21]=2)[N:4]=[C:3]2[N:14]=[C:12]([N:9]3[CH2:8][CH2:7][C:6]([F:5])([F:15])[CH2:11][CH2:10]3)[S:13][C:2]=12)=[O:26])[CH3:29], predict the reactants needed to synthesize it. The reactants are: Cl[CH2:2][C:3]#[N:4].[F:5][C:6]1([F:15])[CH2:11][CH2:10][N:9]([C:12]([NH2:14])=[S:13])[CH2:8][CH2:7]1.[C:16]1([C:22](=O)[CH2:23][C:24](=O)[C:25]([O:27][CH2:28][CH3:29])=[O:26])[CH:21]=[CH:20][CH:19]=[CH:18][CH:17]=1.C([O-])(=O)C.[Na+].